From a dataset of Reaction yield outcomes from USPTO patents with 853,638 reactions. Predict the reaction yield, written as a fraction of the theoretical maximum amount of product (1.0 means a 100% yield; for example, 0.34 means a 34% yield). (1) The reactants are ClC1C=CC=C(C(OO)=[O:9])C=1.[N+:12]([C:15]1[C:16]([N:24]2[CH2:29][CH2:28][CH2:27][C@H:26]([NH:30][C:31](=[O:37])[O:32][C:33]([CH3:36])([CH3:35])[CH3:34])[CH2:25]2)=[C:17]2[CH2:23][CH2:22][CH2:21][C:18]2=[N:19][CH:20]=1)([O-:14])=[O:13].[O-]S([O-])(=S)=O.[Na+].[Na+].[OH-].[Na+]. The product is [N+:12]([C:15]1[C:16]([N:24]2[CH2:29][CH2:28][CH2:27][C@H:26]([NH:30][C:31](=[O:37])[O:32][C:33]([CH3:34])([CH3:36])[CH3:35])[CH2:25]2)=[C:17]2[CH2:23][CH2:22][CH2:21][C:18]2=[N+:19]([O-:9])[CH:20]=1)([O-:14])=[O:13]. The catalyst is C(Cl)Cl. The yield is 0.880. (2) The reactants are [N+:1]([C:4]1[C:5](O)=[N:6][CH:7]=[N:8][CH:9]=1)([O-:3])=[O:2].P(Cl)(Cl)([Cl:13])=O. The catalyst is C(#N)C.C(OCC)(=O)C. The product is [Cl:13][C:5]1[C:4]([N+:1]([O-:3])=[O:2])=[CH:9][N:8]=[CH:7][N:6]=1. The yield is 0.330.